This data is from Peptide-MHC class II binding affinity with 134,281 pairs from IEDB. The task is: Regression. Given a peptide amino acid sequence and an MHC pseudo amino acid sequence, predict their binding affinity value. This is MHC class II binding data. (1) The MHC is HLA-DQA10201-DQB10301 with pseudo-sequence HLA-DQA10201-DQB10301. The binding affinity (normalized) is 0. The peptide sequence is LLDKRQFEL. (2) The peptide sequence is ASRELERFAVNPGLL. The MHC is HLA-DQA10301-DQB10301 with pseudo-sequence HLA-DQA10301-DQB10301. The binding affinity (normalized) is 0.551. (3) The peptide sequence is GELQIVDKIDAAVKI. The MHC is DRB3_0101 with pseudo-sequence DRB3_0101. The binding affinity (normalized) is 0.691. (4) The peptide sequence is EMPSEEGYQDYEPEA. The MHC is DRB1_0405 with pseudo-sequence DRB1_0405. The binding affinity (normalized) is 0.133. (5) The peptide sequence is AFKVAATAANAAPANY. The MHC is DRB1_0404 with pseudo-sequence DRB1_0404. The binding affinity (normalized) is 0.823. (6) The peptide sequence is RGTHPFSRIRDGLQY. The MHC is DRB1_1301 with pseudo-sequence DRB1_1301. The binding affinity (normalized) is 0.428. (7) The peptide sequence is QYDVIIQHPADMSWC. The MHC is DRB1_0901 with pseudo-sequence DRB1_0901. The binding affinity (normalized) is 0.572. (8) The peptide sequence is MGASYFAADRILPEL. The MHC is HLA-DQA10501-DQB10301 with pseudo-sequence HLA-DQA10501-DQB10301. The binding affinity (normalized) is 0.572. (9) The peptide sequence is ISEWQPSKGWNDWEN. The MHC is DRB1_1301 with pseudo-sequence DRB1_1301. The binding affinity (normalized) is 0.470.